Dataset: Reaction yield outcomes from USPTO patents with 853,638 reactions. Task: Predict the reaction yield, written as a fraction of the theoretical maximum amount of product (1.0 means a 100% yield; for example, 0.34 means a 34% yield). (1) The reactants are N.[CH2:2]([P:4]([CH2:7][CH2:8][C:9]#[N:10])(=[O:6])[OH:5])[CH3:3].[H][H].[OH-].[Na+].S(=O)(=O)(O)O. The catalyst is O.[Ni].C(O)C. The product is [CH2:2]([P:4]([CH2:7][CH2:8][CH2:9][NH2:10])(=[O:5])[OH:6])[CH3:3]. The yield is 0.670. (2) The reactants are O=[CH:2][CH2:3][C@@H:4]([NH:13][C:14]1[CH:19]=[CH:18][C:17]([S:20]([NH2:23])(=[O:22])=[O:21])=[CH:16][C:15]=1[S:24]([C:27]([F:30])([F:29])[F:28])(=[O:26])=[O:25])[CH2:5][S:6][C:7]1[CH:12]=[CH:11][CH:10]=[CH:9][CH:8]=1.[Si:31]([O:38][CH2:39][CH2:40][NH:41][CH2:42][CH3:43])([C:34]([CH3:37])([CH3:36])[CH3:35])([CH3:33])[CH3:32].C(O[BH-](OC(=O)C)OC(=O)C)(=O)C.[Na+]. The catalyst is ClCCCl. The product is [Si:31]([O:38][CH2:39][CH2:40][N:41]([CH2:42][CH3:43])[CH2:2][CH2:3][C@@H:4]([NH:13][C:14]1[CH:19]=[CH:18][C:17]([S:20]([NH2:23])(=[O:22])=[O:21])=[CH:16][C:15]=1[S:24]([C:27]([F:29])([F:30])[F:28])(=[O:26])=[O:25])[CH2:5][S:6][C:7]1[CH:12]=[CH:11][CH:10]=[CH:9][CH:8]=1)([C:34]([CH3:37])([CH3:36])[CH3:35])([CH3:33])[CH3:32]. The yield is 0.620.